From a dataset of Reaction yield outcomes from USPTO patents with 853,638 reactions. Predict the reaction yield, written as a fraction of the theoretical maximum amount of product (1.0 means a 100% yield; for example, 0.34 means a 34% yield). The reactants are CC[O:3][C:4]([CH:6]1[CH2:11][N:10]([C:12]([O:14][C:15]([CH3:18])([CH3:17])[CH3:16])=[O:13])[C:9]2[CH:19]=[C:20]([Cl:24])[C:21]([Br:23])=[CH:22][C:8]=2[O:7]1)=[O:5].[Li+].[OH-]. The catalyst is C1COCC1.O. The product is [C:15]([O:14][C:12]([N:10]1[C:9]2[CH:19]=[C:20]([Cl:24])[C:21]([Br:23])=[CH:22][C:8]=2[O:7][CH:6]([C:4]([OH:5])=[O:3])[CH2:11]1)=[O:13])([CH3:18])([CH3:16])[CH3:17]. The yield is 0.877.